This data is from Peptide-MHC class I binding affinity with 185,985 pairs from IEDB/IMGT. The task is: Regression. Given a peptide amino acid sequence and an MHC pseudo amino acid sequence, predict their binding affinity value. This is MHC class I binding data. (1) The peptide sequence is FLPSDYFPSV. The MHC is Patr-A0101 with pseudo-sequence Patr-A0101. The binding affinity (normalized) is 0.177. (2) The peptide sequence is MPRLSRNAA. The MHC is HLA-B38:01 with pseudo-sequence HLA-B38:01. The binding affinity (normalized) is 0.0847. (3) The peptide sequence is WMACHSAAF. The MHC is HLA-B58:01 with pseudo-sequence HLA-B58:01. The binding affinity (normalized) is 0.0847. (4) The peptide sequence is YAMAIRQAI. The MHC is HLA-B15:42 with pseudo-sequence HLA-B15:42. The binding affinity (normalized) is 0.213. (5) The peptide sequence is EIFPNIKIY. The MHC is HLA-B07:02 with pseudo-sequence HLA-B07:02. The binding affinity (normalized) is 0.0847. (6) The peptide sequence is LGLNSRSTSL. The MHC is HLA-B08:01 with pseudo-sequence HLA-B08:01. The binding affinity (normalized) is 0.659.